The task is: Binary Classification. Given a drug SMILES string, predict its activity (active/inactive) in a high-throughput screening assay against a specified biological target.. This data is from Cav3 T-type calcium channel HTS with 100,875 compounds. (1) The compound is ON1C(C(=[N+]([O-])C1)c1ccccc1)(C)C. The result is 0 (inactive). (2) The compound is s1c(C(=O)c2n3c(c(c2)C(OCC)=O)cc(cc3)C(=O)C)ccc1. The result is 0 (inactive). (3) The molecule is O=C(NCc1cc2OCOc2cc1)C1CCN(CC1)Cc1c(n(nc1)c1ccccc1)n1cccc1. The result is 1 (active). (4) The molecule is O(c1c(CC)cccc1)CCOc1c(OC)cc(cc1)C. The result is 0 (inactive). (5) The drug is S(c1n(C(C)C)c2c(n(c(=O)n(c2=O)C)C)n1)CC(=O)c1c(OC)ccc(OC)c1. The result is 0 (inactive).